Dataset: Full USPTO retrosynthesis dataset with 1.9M reactions from patents (1976-2016). Task: Predict the reactants needed to synthesize the given product. Given the product [C:37]([C@@H:4]([O:3][CH2:1][CH3:2])[CH2:5][C:6]1[CH:36]=[CH:35][C:9]([O:10][CH2:11]/[CH:12]=[C:13](/[C:15]2[CH:20]=[CH:19][C:18]([C:21]3[CH:26]=[CH:25][CH:24]=[C:23](/[C:27](/[CH3:34])=[CH:28]/[C:29]([OH:31])=[O:30])[CH:22]=3)=[CH:17][CH:16]=2)\[CH3:14])=[CH:8][CH:7]=1)([OH:39])=[O:38], predict the reactants needed to synthesize it. The reactants are: [CH2:1]([O:3][C@H:4]([C:37]([O:39]CC)=[O:38])[CH2:5][C:6]1[CH:36]=[CH:35][C:9]([O:10][CH2:11]/[CH:12]=[C:13](/[C:15]2[CH:20]=[CH:19][C:18]([C:21]3[CH:26]=[CH:25][CH:24]=[C:23](/[C:27](/[CH3:34])=[CH:28]/[C:29]([O:31]CC)=[O:30])[CH:22]=3)=[CH:17][CH:16]=2)\[CH3:14])=[CH:8][CH:7]=1)[CH3:2].[OH-].[Na+].